This data is from Catalyst prediction with 721,799 reactions and 888 catalyst types from USPTO. The task is: Predict which catalyst facilitates the given reaction. (1) Reactant: [I:1][C:2]1[CH:3]=[C:4]([CH:8]=[CH:9][C:10]=1[CH3:11])[C:5]([OH:7])=[O:6].Cl.O1CCOC[CH2:14]1.C(=O)([O-])[O-].[K+].[K+]. Product: [I:1][C:2]1[CH:3]=[C:4]([CH:8]=[CH:9][C:10]=1[CH3:11])[C:5]([O:7][CH3:14])=[O:6]. The catalyst class is: 125. (2) Reactant: C([N:8]1[CH2:12][CH:11]([C:13]2[CH:18]=[CH:17][C:16]([C:19]#[N:20])=[CH:15][CH:14]=2)[CH:10]([CH:21]([O:23][C:24]2[CH:31]=[CH:30][C:27]([C:28]#[N:29])=[CH:26][N:25]=2)[CH3:22])[CH2:9]1)C1C=CC=CC=1.ClC(OC(Cl)C)=O.CCN(C(C)C)C(C)C. Product: [C:19]([C:16]1[CH:15]=[CH:14][C:13]([CH:11]2[CH2:12][NH:8][CH2:9][CH:10]2[CH:21]([O:23][C:24]2[CH:31]=[CH:30][C:27]([C:28]#[N:29])=[CH:26][N:25]=2)[CH3:22])=[CH:18][CH:17]=1)#[N:20]. The catalyst class is: 11. (3) Reactant: [C:1]([O:5][C:6]([NH:8][C@@H:9]([CH2:20][CH2:21][CH3:22])[C:10]([O:17][CH2:18][CH3:19])([O:14][CH2:15][CH3:16])[C:11]([OH:13])=O)=[O:7])([CH3:4])([CH3:3])[CH3:2].C1C=C[C:26]2N(O)N=[N:29][C:27]=2[CH:28]=1.CC(C)N=C=NC(C)C.C1(N)CC1. Product: [CH:27]1([NH:29][C:11](=[O:13])[C:10]([O:17][CH2:18][CH3:19])([O:14][CH2:15][CH3:16])[C@@H:9]([NH:8][C:6](=[O:7])[O:5][C:1]([CH3:2])([CH3:3])[CH3:4])[CH2:20][CH2:21][CH3:22])[CH2:28][CH2:26]1. The catalyst class is: 3. (4) Reactant: [CH:1]1([NH:4][C:5]2[CH:10]=[C:9]([F:11])[CH:8]=[CH:7][C:6]=2[N+:12]([O-])=O)[CH2:3][CH2:2]1. Product: [CH:1]1([NH:4][C:5]2[C:6]([NH2:12])=[CH:7][CH:8]=[C:9]([F:11])[CH:10]=2)[CH2:3][CH2:2]1. The catalyst class is: 43. (5) Reactant: C(=O)([O-])[O-].[Cs+].[Cs+].[C:7]([NH2:10])(=[O:9])[CH3:8].[Br:11][C:12]1[CH:17]=[C:16]([F:18])[CH:15]=[C:14](Br)[CH:13]=1. Product: [Br:11][C:12]1[CH:13]=[C:14]([NH:10][C:7](=[O:9])[CH3:8])[CH:15]=[C:16]([F:18])[CH:17]=1. The catalyst class is: 102.